The task is: Predict the reaction yield, written as a fraction of the theoretical maximum amount of product (1.0 means a 100% yield; for example, 0.34 means a 34% yield).. This data is from Reaction yield outcomes from USPTO patents with 853,638 reactions. (1) The reactants are [C:1](N1C=CN=C1)(N1C=CN=C1)=[O:2].[OH:13][C@@H:14]1[CH2:18][CH2:17][O:16][CH2:15]1.C(N(CC)CC)C.[F:26][C:27]1[CH:47]=[C:46]([S:48]([CH3:51])(=[O:50])=[O:49])[CH:45]=[CH:44][C:28]=1[O:29][C:30]1[C:35]([CH3:36])=[C:34]([O:37][CH:38]2[CH2:43][CH2:42][NH:41][CH2:40][CH2:39]2)[N:33]=[CH:32][N:31]=1. The catalyst is C1COCC1. The product is [O:16]1[CH2:17][CH2:18][C@@H:14]([O:13][C:1]([N:41]2[CH2:42][CH2:43][CH:38]([O:37][C:34]3[C:35]([CH3:36])=[C:30]([O:29][C:28]4[CH:44]=[CH:45][C:46]([S:48]([CH3:51])(=[O:49])=[O:50])=[CH:47][C:27]=4[F:26])[N:31]=[CH:32][N:33]=3)[CH2:39][CH2:40]2)=[O:2])[CH2:15]1. The yield is 0.420. (2) The reactants are [CH3:1][O-:2].[Na+].[Na].F[C:6]1[CH:11]=[CH:10][C:9]([N+:12]([O-:14])=[O:13])=[C:8]([CH2:15][C:16]([O:20]C)(OC)[CH3:17])[C:7]=1[F:22]. The catalyst is CO. The product is [C:16]([CH2:15][C:8]1[C:7]([F:22])=[C:6]([O:2][CH3:1])[CH:11]=[CH:10][C:9]=1[N+:12]([O-:14])=[O:13])(=[O:20])[CH3:17]. The yield is 0.900.